This data is from Catalyst prediction with 721,799 reactions and 888 catalyst types from USPTO. The task is: Predict which catalyst facilitates the given reaction. Reactant: [CH2:1]([CH:3]1[CH2:8][CH2:7][CH2:6][CH2:5][N:4]1[C:9]1[C:10]([C:23]2[CH:28]=[CH:27][C:26]([F:29])=[CH:25][CH:24]=2)=[N:11][C:12]2[C:17]([N:18]=1)=[CH:16][C:15]([C:19]([O:21]C)=[O:20])=[CH:14][CH:13]=2)[CH3:2].[OH-].[Na+]. Product: [CH2:1]([CH:3]1[CH2:8][CH2:7][CH2:6][CH2:5][N:4]1[C:9]1[C:10]([C:23]2[CH:24]=[CH:25][C:26]([F:29])=[CH:27][CH:28]=2)=[N:11][C:12]2[C:17]([N:18]=1)=[CH:16][C:15]([C:19]([OH:21])=[O:20])=[CH:14][CH:13]=2)[CH3:2]. The catalyst class is: 24.